Dataset: Full USPTO retrosynthesis dataset with 1.9M reactions from patents (1976-2016). Task: Predict the reactants needed to synthesize the given product. (1) Given the product [CH3:9][C:5]1[N:4]=[C:3]2[N:10]([C:11]3[CH:16]=[CH:15][C:14]([CH2:17][CH2:18][NH:19][C:20]([NH:22][S:23]([C:26]4[CH:27]=[CH:28][C:29]([CH3:32])=[CH:30][CH:31]=4)(=[O:25])=[O:24])=[O:21])=[CH:13][CH:12]=3)[C:42]([CH2:41][CH2:40][CH2:39][C:33]3[CH:38]=[CH:37][CH:36]=[CH:35][CH:34]=3)=[N:1][C:2]2=[C:7]([CH3:8])[CH:6]=1, predict the reactants needed to synthesize it. The reactants are: [NH2:1][C:2]1[C:3]([NH:10][C:11]2[CH:16]=[CH:15][C:14]([CH2:17][CH2:18][NH:19][C:20]([NH:22][S:23]([C:26]3[CH:31]=[CH:30][C:29]([CH3:32])=[CH:28][CH:27]=3)(=[O:25])=[O:24])=[O:21])=[CH:13][CH:12]=2)=[N:4][C:5]([CH3:9])=[CH:6][C:7]=1[CH3:8].[C:33]1([CH2:39][CH2:40][CH2:41][C:42](O)=O)[CH:38]=[CH:37][CH:36]=[CH:35][CH:34]=1.O.C1(C)C=CC(S(O)(=O)=O)=CC=1. (2) Given the product [CH:7]1([CH2:10][CH:11]([OH:15])[CH2:12][CH:13]=[CH2:14])[CH2:9][CH2:8]1, predict the reactants needed to synthesize it. The reactants are: [H-].[Al+3].[Li+].[H-].[H-].[H-].[CH:7]1([CH2:10][C:11](=[O:15])[CH2:12][CH:13]=[CH2:14])[CH2:9][CH2:8]1. (3) Given the product [OH:15][C:14]1[C:9](=[O:8])[NH:10][N:11]=[C:12]([C:23]2([C:26]3[CH:27]=[CH:28][CH:29]=[CH:30][CH:31]=3)[CH2:25][CH2:24]2)[CH:13]=1, predict the reactants needed to synthesize it. The reactants are: C([O:8][C:9]1[N:10]=[N:11][C:12]([C:23]2([C:26]3[CH:31]=[CH:30][CH:29]=[CH:28][CH:27]=3)[CH2:25][CH2:24]2)=[CH:13][C:14]=1[O:15]CC1C=CC=CC=1)C1C=CC=CC=1.